This data is from Forward reaction prediction with 1.9M reactions from USPTO patents (1976-2016). The task is: Predict the product of the given reaction. (1) Given the reactants Cl.[CH2:2]([O:4][C:5](=[O:9])[CH2:6][NH:7][CH3:8])[CH3:3].C(N(CC)CC)C.[S:17](Cl)([C:20]1[CH:26]=[CH:25][C:23]([CH3:24])=[CH:22][CH:21]=1)(=[O:19])=[O:18], predict the reaction product. The product is: [CH3:8][N:7]([S:17]([C:20]1[CH:26]=[CH:25][C:23]([CH3:24])=[CH:22][CH:21]=1)(=[O:19])=[O:18])[CH2:6][C:5]([O:4][CH2:2][CH3:3])=[O:9]. (2) The product is: [F:17][C:18]1[CH:26]=[CH:25][C:21]([C:22]([NH:10][CH:2]2[CH2:3][C:4]3[C:9](=[CH:8][CH:7]=[CH:6][CH:5]=3)[CH2:1]2)=[O:23])=[CH:20][CH:19]=1. Given the reactants [CH2:1]1[C:9]2[C:4](=[CH:5][CH:6]=[CH:7][CH:8]=2)[CH2:3][CH:2]1[NH2:10].N1C=CC=CC=1.[F:17][C:18]1[CH:26]=[CH:25][C:21]([C:22](Cl)=[O:23])=[CH:20][CH:19]=1.O, predict the reaction product. (3) Given the reactants [OH:1][C:2]([C:5]1[O:6][CH:7]=[C:8]([C:10]([O:12]CC)=O)[N:9]=1)([CH3:4])[CH3:3].[NH2:15][CH2:16][C@H:17]([N:19]1[CH:23]=[CH:22][C:21]([C:24]2[CH:31]=[C:30]([F:32])[C:27]([C:28]#[N:29])=[C:26]([Cl:33])[CH:25]=2)=[N:20]1)[CH3:18], predict the reaction product. The product is: [Cl:33][C:26]1[CH:25]=[C:24]([C:21]2[CH:22]=[CH:23][N:19]([C@H:17]([CH3:18])[CH2:16][NH:15][C:10]([C:8]3[N:9]=[C:5]([C:2]([OH:1])([CH3:3])[CH3:4])[O:6][CH:7]=3)=[O:12])[N:20]=2)[CH:31]=[C:30]([F:32])[C:27]=1[C:28]#[N:29]. (4) The product is: [CH3:23][C:19]1([CH3:24])[O:18][C:17](=[O:25])[C:16](=[CH:15][NH:1][C:2]2[CH:7]=[CH:6][C:5]([O:8][C:9](=[O:11])[CH3:10])=[C:4]([F:12])[CH:3]=2)[C:21](=[O:22])[O:20]1. Given the reactants [NH2:1][C:2]1[CH:7]=[CH:6][C:5]([O:8][C:9](=[O:11])[CH3:10])=[C:4]([F:12])[CH:3]=1.CO[CH:15]=[C:16]1[C:21](=[O:22])[O:20][C:19]([CH3:24])([CH3:23])[O:18][C:17]1=[O:25], predict the reaction product. (5) Given the reactants [Cl:1][C:2]1[CH:3]=[CH:4][C:5](I)=[C:6]([CH:12]=1)[C:7]([O:9][CH2:10][CH3:11])=[O:8].C(COC)OC.[C:20]1(B(O)O)[CH:25]=[CH:24][CH:23]=[CH:22][CH:21]=1.C([O-])([O-])=O.[K+].[K+], predict the reaction product. The product is: [Cl:1][C:2]1[CH:3]=[CH:4][C:5]([C:20]2[CH:25]=[CH:24][CH:23]=[CH:22][CH:21]=2)=[C:6]([CH:12]=1)[C:7]([O:9][CH2:10][CH3:11])=[O:8].